From a dataset of Full USPTO retrosynthesis dataset with 1.9M reactions from patents (1976-2016). Predict the reactants needed to synthesize the given product. (1) Given the product [O:45]1[CH:44]=[CH:43][CH:42]=[C:41]1[CH2:40][NH:46][C:25](=[O:26])[CH2:24][CH2:23][CH2:22][O:21][C:8]1[CH:9]=[CH:10][C:11]2[C:12]([CH2:16][C:17]([CH3:19])([CH3:18])[CH3:20])=[N:13][O:14][C:15]=2[C:7]=1[CH2:4][CH2:5][CH3:6], predict the reactants needed to synthesize it. The reactants are: C(Cl)Cl.[CH2:4]([C:7]1[C:15]2[O:14][N:13]=[C:12]([CH2:16][C:17]([CH3:20])([CH3:19])[CH3:18])[C:11]=2[CH:10]=[CH:9][C:8]=1[O:21][CH2:22][CH2:23][CH2:24][C:25](O)=[O:26])[CH2:5][CH3:6].C1N=CN(C(N2C=NC=C2)=O)C=1.[CH2:40]([NH2:46])[C:41]1[O:45][CH:44]=[CH:43][CH:42]=1. (2) Given the product [CH3:19][N:18]([CH3:20])[CH:15]1[CH2:16][CH2:17][CH:12]([NH2:11])[CH2:13][CH2:14]1, predict the reactants needed to synthesize it. The reactants are: BrC1C2C([NH:11][CH:12]3[CH2:17][CH2:16][CH:15]([N:18]([CH3:20])[CH3:19])[CH2:14][CH2:13]3)=NC=NC=2SC=1CC.C(C1SC2N=CN=C(NC3CCC(N(C)C)CC3)C=2C=1)C.BrBr. (3) Given the product [I:1][C:2]1[CH:10]=[C:6]([C:7]([Cl:14])=[O:8])[C:5]([OH:11])=[CH:4][CH:3]=1, predict the reactants needed to synthesize it. The reactants are: [I:1][C:2]1[CH:10]=[C:6]([C:7](O)=[O:8])[C:5]([OH:11])=[CH:4][CH:3]=1.O=S(Cl)[Cl:14].CN(C=O)C. (4) Given the product [NH2:14][C:4]1[CH:3]=[C:2]([F:1])[C:7]2[N:8]([CH3:13])[C:9](=[O:12])[O:10][CH2:11][C:6]=2[CH:5]=1, predict the reactants needed to synthesize it. The reactants are: [F:1][C:2]1[C:7]2[N:8]([CH3:13])[C:9](=[O:12])[O:10][CH2:11][C:6]=2[CH:5]=[C:4]([N+:14]([O-])=O)[CH:3]=1.[Cl-].[NH4+].